This data is from Forward reaction prediction with 1.9M reactions from USPTO patents (1976-2016). The task is: Predict the product of the given reaction. Given the reactants [NH2:1][C:2]1[CH:7]=[CH:6][C:5]([S:8](=[O:11])(=[O:10])[NH2:9])=[CH:4][C:3]=1[S:12]([NH2:15])(=[O:14])=[O:13].[CH:16]1([CH:22]=O)[CH2:21][CH2:20][CH2:19][CH2:18][CH2:17]1, predict the reaction product. The product is: [CH:16]1([CH:22]2[NH:1][C:2]3[CH:7]=[CH:6][C:5]([S:8](=[O:10])(=[O:11])[NH2:9])=[CH:4][C:3]=3[S:12](=[O:14])(=[O:13])[NH:15]2)[CH2:21][CH2:20][CH2:19][CH2:18][CH2:17]1.